This data is from Full USPTO retrosynthesis dataset with 1.9M reactions from patents (1976-2016). The task is: Predict the reactants needed to synthesize the given product. (1) Given the product [Si:1]([O:8][CH2:9][CH:10]([C:14]1[CH:19]=[CH:18][C:17]([F:20])=[C:16]([Cl:21])[CH:15]=1)[CH2:11][C:12]([OH:30])=[O:13])([C:4]([CH3:6])([CH3:7])[CH3:5])([CH3:3])[CH3:2], predict the reactants needed to synthesize it. The reactants are: [Si:1]([O:8][CH2:9][CH:10]([C:14]1[CH:19]=[CH:18][C:17]([F:20])=[C:16]([Cl:21])[CH:15]=1)[CH2:11][CH:12]=[O:13])([C:4]([CH3:7])([CH3:6])[CH3:5])([CH3:3])[CH3:2].CC(=CC)C.C1C[O:30]CC1.[O-]Cl=O.[Na+]. (2) Given the product [NH2:13][C:6]1[CH:5]=[CH:4][C:3]([O:2][CH3:1])=[CH:8][C:7]=1[NH:9][CH2:10][CH2:11][OH:12], predict the reactants needed to synthesize it. The reactants are: [CH3:1][O:2][C:3]1[CH:4]=[CH:5][C:6]([N+:13]([O-])=O)=[C:7]([NH:9][CH2:10][CH2:11][OH:12])[CH:8]=1. (3) The reactants are: [O:1]1[CH:5]=[CH:4][CH:3]=[C:2]1[C:6]1[N:10]([C:11]2[CH:12]=[C:13]([CH:23]=[CH:24][CH:25]=2)[CH2:14][NH:15][C:16](=[O:22])[O:17][C:18]([CH3:21])([CH3:20])[CH3:19])[N:9]=[C:8]([C:26]([F:29])([F:28])[F:27])[CH:7]=1.[H-].[Na+].O.[CH2:33]1COCC1. Given the product [O:1]1[CH:5]=[CH:4][CH:3]=[C:2]1[C:6]1[N:10]([C:11]2[CH:12]=[C:13]([CH:23]=[CH:24][CH:25]=2)[CH2:14][N:15]([CH3:33])[C:16](=[O:22])[O:17][C:18]([CH3:21])([CH3:19])[CH3:20])[N:9]=[C:8]([C:26]([F:29])([F:27])[F:28])[CH:7]=1, predict the reactants needed to synthesize it. (4) Given the product [F:23][C:2]([F:22])([F:1])[C:3]1[CH:8]=[CH:7][C:6]([NH:9][C:10]2[C:11]3[CH2:21][CH2:20][N:19]([C:25]4[C:30]([S:31]([CH3:34])(=[O:33])=[O:32])=[CH:29][CH:28]=[CH:27][N:26]=4)[CH2:18][C:12]=3[N:13]=[C:14]([S:16][CH3:17])[N:15]=2)=[CH:5][CH:4]=1, predict the reactants needed to synthesize it. The reactants are: [F:1][C:2]([F:23])([F:22])[C:3]1[CH:8]=[CH:7][C:6]([NH:9][C:10]2[C:11]3[CH2:21][CH2:20][NH:19][CH2:18][C:12]=3[N:13]=[C:14]([S:16][CH3:17])[N:15]=2)=[CH:5][CH:4]=1.Cl[C:25]1[C:30]([S:31]([CH3:34])(=[O:33])=[O:32])=[CH:29][CH:28]=[CH:27][N:26]=1.C(N(CC)C(C)C)(C)C. (5) Given the product [CH3:1][O:2][C:3](=[O:22])[C:4]1[CH:9]=[CH:8][C:7]([CH2:10][NH:11][C@H:12]2[CH2:17][CH2:16][C@H:15]([C:18]([CH3:20])([CH3:19])[CH3:21])[CH2:14][CH2:13]2)=[CH:6][CH:5]=1, predict the reactants needed to synthesize it. The reactants are: [CH3:1][O:2][C:3](=[O:22])[C:4]1[CH:9]=[CH:8][C:7]([CH:10]=[N:11][C@H:12]2[CH2:17][CH2:16][C@H:15]([C:18]([CH3:21])([CH3:20])[CH3:19])[CH2:14][CH2:13]2)=[CH:6][CH:5]=1.C(O)(=O)C.C([BH3-])#N.[Na+]. (6) Given the product [C:1]([C:3]1[CH:4]=[C:5]([C:13]2[S:17][C:16]([C:18]3[C:19]([CH2:37][CH3:38])=[C:20]([CH2:24][CH2:25][N:26]4[CH2:31][CH2:30][CH:29]([C:32]([OH:34])=[O:33])[CH2:28][CH2:27]4)[CH:21]=[CH:22][CH:23]=3)=[N:15][N:14]=2)[CH:6]=[CH:7][C:8]=1[CH2:9][CH:10]([CH3:11])[CH3:12])#[N:2], predict the reactants needed to synthesize it. The reactants are: [C:1]([C:3]1[CH:4]=[C:5]([C:13]2[S:17][C:16]([C:18]3[C:19]([CH2:37][CH3:38])=[C:20]([CH2:24][CH2:25][N:26]4[CH2:31][CH2:30][CH:29]([C:32]([O:34]CC)=[O:33])[CH2:28][CH2:27]4)[CH:21]=[CH:22][CH:23]=3)=[N:15][N:14]=2)[CH:6]=[CH:7][C:8]=1[CH2:9][CH:10]([CH3:12])[CH3:11])#[N:2].[OH-].[Na+].Cl.